From a dataset of Forward reaction prediction with 1.9M reactions from USPTO patents (1976-2016). Predict the product of the given reaction. Given the reactants C([O:3][C:4](=[O:22])[C:5]([OH:21])([C:17]([F:20])([F:19])[F:18])[CH2:6][C:7]([C:10]1[CH:15]=[CH:14][C:13](Br)=[CH:12][CH:11]=1)([CH3:9])[CH3:8])C.[CH3:23][N:24](C)C=O, predict the reaction product. The product is: [C:23]([C:13]1[CH:14]=[CH:15][C:10]([C:7]([CH3:8])([CH3:9])[CH2:6][C:5]([OH:21])([C:17]([F:18])([F:19])[F:20])[C:4]([OH:3])=[O:22])=[CH:11][CH:12]=1)#[N:24].